From a dataset of Catalyst prediction with 721,799 reactions and 888 catalyst types from USPTO. Predict which catalyst facilitates the given reaction. (1) Reactant: Br[C:2]1[CH:3]=[C:4]([NH:10][C:11]2[CH:15]=[CH:14][N:13]([CH3:16])[N:12]=2)[C:5](=[O:9])[N:6]([CH3:8])[CH:7]=1.[CH3:17][N:18]([CH3:50])[C:19]1[CH:20]=[C:21]2[C:26](=[CH:27][CH:28]=1)[C:25](=[O:29])[N:24]([C:30]1[CH:40]=[CH:39][CH:38]=[C:37](B3OC(C)(C)C(C)(C)O3)[C:31]=1[CH2:32][O:33]C(=O)C)[CH2:23][CH2:22]2.C(=O)([O-])[O-].[Na+].[Na+].[OH-].[Li+]. Product: [CH3:17][N:18]([CH3:50])[C:19]1[CH:20]=[C:21]2[C:26](=[CH:27][CH:28]=1)[C:25](=[O:29])[N:24]([C:30]1[CH:40]=[CH:39][CH:38]=[C:37]([C:2]3[CH:3]=[C:4]([NH:10][C:11]4[CH:15]=[CH:14][N:13]([CH3:16])[N:12]=4)[C:5](=[O:9])[N:6]([CH3:8])[CH:7]=3)[C:31]=1[CH2:32][OH:33])[CH2:23][CH2:22]2. The catalyst class is: 108. (2) Reactant: Cl.[N:2]1([C:6]([C:8]2[CH:40]=[CH:39][C:11]([O:12][C:13]3[CH:14]=[C:15]([CH:24]=[C:25]([O:27][C@@H:28]([CH3:38])[CH2:29][O:30][Si](C(C)(C)C)(C)C)[CH:26]=3)[C:16]([NH:18][C:19]3[S:20][CH:21]=[CH:22][N:23]=3)=[O:17])=[CH:10][CH:9]=2)=[O:7])[CH2:5][CH2:4][CH2:3]1.C(=O)(O)[O-].[Na+]. Product: [N:2]1([C:6]([C:8]2[CH:40]=[CH:39][C:11]([O:12][C:13]3[CH:14]=[C:15]([CH:24]=[C:25]([O:27][C@@H:28]([CH3:38])[CH2:29][OH:30])[CH:26]=3)[C:16]([NH:18][C:19]3[S:20][CH:21]=[CH:22][N:23]=3)=[O:17])=[CH:10][CH:9]=2)=[O:7])[CH2:5][CH2:4][CH2:3]1. The catalyst class is: 5. (3) Reactant: [CH3:1][C:2]1[C:7]([C:8]([OH:10])=O)=[CH:6][N:5]=[C:4]([C:11]2[CH:16]=[CH:15][CH:14]=[CH:13][N:12]=2)[N:3]=1.CN(C(SC1[N+]([O-])=CC=CC=1)=[N+](C)C)C.F[P-](F)(F)(F)(F)F.CCN(C(C)C)C(C)C.[F:48][C:49]1[CH:50]=[C:51]2[C:55](=[CH:56][CH:57]=1)[N:54]([NH2:58])[CH2:53][C:52]2([CH3:60])[CH3:59]. Product: [F:48][C:49]1[CH:50]=[C:51]2[C:55](=[CH:56][CH:57]=1)[N:54]([NH:58][C:8]([C:7]1[C:2]([CH3:1])=[N:3][C:4]([C:11]3[CH:16]=[CH:15][CH:14]=[CH:13][N:12]=3)=[N:5][CH:6]=1)=[O:10])[CH2:53][C:52]2([CH3:60])[CH3:59]. The catalyst class is: 303. (4) Reactant: [C:1]([NH:11][C@H:12]([C:16]([N:18]1[CH2:29][CH2:28][CH2:27][C@H:19]1[C:20]([NH:22][CH2:23][C:24]([OH:26])=O)=[O:21])=[O:17])[CH:13]([CH3:15])[CH3:14])([O:3][CH2:4][C:5]1[CH:10]=[CH:9][CH:8]=[CH:7][CH:6]=1)=[O:2].CN(C)CCCN=C=NCC.C(N(CC)CC)C.Cl.[CH3:49][O:50][C:51](=[O:57])[C@H:52]([CH:54]([CH3:56])[CH3:55])[NH2:53]. Product: [CH3:49][O:50][C:51](=[O:57])[C@H:52]([CH:54]([CH3:56])[CH3:55])[NH:53][C:24](=[O:26])[CH2:23][NH:22][C:20](=[O:21])[C@@H:19]1[CH2:27][CH2:28][CH2:29][N:18]1[C:16](=[O:17])[C@H:12]([CH:13]([CH3:15])[CH3:14])[NH:11][C:1]([O:3][CH2:4][C:5]1[CH:6]=[CH:7][CH:8]=[CH:9][CH:10]=1)=[O:2]. The catalyst class is: 174. (5) The catalyst class is: 4. Product: [F:45][C:46]([F:51])([F:50])[C:47]([OH:49])=[O:48].[CH2:1]([N:8]1[C@@H:13]2[C@H:14]([C:16]([OH:18])=[O:17])[CH2:15][C@@:9]1([C:39]1[CH:44]=[CH:43][CH:42]=[CH:41][CH:40]=1)[C@H:10]([O:23][CH2:24][C:25]1[CH:26]=[C:27]([C:35]([F:37])([F:38])[F:36])[CH:28]=[C:29]([C:31]([F:32])([F:33])[F:34])[CH:30]=1)[CH2:11][CH2:12]2)[C:2]1[CH:7]=[CH:6][CH:5]=[CH:4][CH:3]=1. Reactant: [CH2:1]([N:8]1[C@@H:13]2[C@H:14]([C:16]([O:18]C(C)(C)C)=[O:17])[CH2:15][C@@:9]1([C:39]1[CH:44]=[CH:43][CH:42]=[CH:41][CH:40]=1)[C@H:10]([O:23][CH2:24][C:25]1[CH:30]=[C:29]([C:31]([F:34])([F:33])[F:32])[CH:28]=[C:27]([C:35]([F:38])([F:37])[F:36])[CH:26]=1)[CH2:11][CH2:12]2)[C:2]1[CH:7]=[CH:6][CH:5]=[CH:4][CH:3]=1.[F:45][C:46]([F:51])([F:50])[C:47]([OH:49])=[O:48]. (6) Reactant: [CH3:1][O:2][C:3]1([C:21]2[CH:26]=[CH:25][CH:24]=[CH:23][C:22]=2[CH3:27])[CH2:8][CH2:7][C:6]2[C:9]([C:18](O)=[O:19])=[CH:10][C:11]3[N:12]([CH3:17])[C:13]([CH3:16])=[N:14][C:15]=3[C:5]=2[O:4]1.[H-].[Al+3].[Li+].[H-].[H-].[H-].[Cl-].[NH4+]. Product: [CH3:1][O:2][C:3]1([C:21]2[CH:26]=[CH:25][CH:24]=[CH:23][C:22]=2[CH3:27])[CH2:8][CH2:7][C:6]2[C:9]([CH2:18][OH:19])=[CH:10][C:11]3[N:12]([CH3:17])[C:13]([CH3:16])=[N:14][C:15]=3[C:5]=2[O:4]1. The catalyst class is: 4.